Task: Regression/Classification. Given a drug SMILES string, predict its absorption, distribution, metabolism, or excretion properties. Task type varies by dataset: regression for continuous measurements (e.g., permeability, clearance, half-life) or binary classification for categorical outcomes (e.g., BBB penetration, CYP inhibition). For this dataset (lipophilicity_astrazeneca), we predict Y.. Dataset: Experimental lipophilicity measurements (octanol/water distribution) for 4,200 compounds from AstraZeneca (1) The molecule is COc1ccc2c(c1)N(CCN1CCC(NCc3ccc4c(n3)NC(=O)CO4)CC1)C(=O)CO2. The Y is 0.870 logD. (2) The compound is CN1CCCC1c1cccnc1. The Y is 0.500 logD. (3) The drug is CC(C)(C)OC(=O)N1CCN(c2ncc(OCc3ccc(S(C)(=O)=O)cc3)cn2)CC1. The Y is 3.27 logD.